From a dataset of Tyrosyl-DNA phosphodiesterase HTS with 341,365 compounds. Binary Classification. Given a drug SMILES string, predict its activity (active/inactive) in a high-throughput screening assay against a specified biological target. (1) The molecule is S(c1n(c(nn1)C(N(C)C)CC)Cc1ccccc1)CC(=O)Nc1c(F)cccc1F. The result is 0 (inactive). (2) The molecule is S(=O)(=O)(N1CCCC1)c1cc(NC(=O)CCNS(=O)(=O)c2cc(c(cc2)C)C)ccc1. The result is 0 (inactive). (3) The compound is O=C1N(CC(C1)C(=O)NCCC(C)C)c1ccc(cc1)C. The result is 0 (inactive).